This data is from Ames mutagenicity test results for genotoxicity prediction. The task is: Regression/Classification. Given a drug SMILES string, predict its toxicity properties. Task type varies by dataset: regression for continuous values (e.g., LD50, hERG inhibition percentage) or binary classification for toxic/non-toxic outcomes (e.g., AMES mutagenicity, cardiotoxicity, hepatotoxicity). Dataset: ames. (1) The compound is O=c1c(Cl)c(Cl)cnn1S(=O)(=O)c1ccc(Cl)cc1Cl. The result is 0 (non-mutagenic). (2) The compound is O=C1c2ccc(O)cc2C(=O)c2ccc(O)cc21. The result is 0 (non-mutagenic). (3) The molecule is Nc1ccc2ccccc2n1. The result is 1 (mutagenic). (4) The result is 0 (non-mutagenic). The compound is OCc1cc2c3c(cccc3c1)-c1ccccc1-2.